From a dataset of Choline transporter screen with 302,306 compounds. Binary Classification. Given a drug SMILES string, predict its activity (active/inactive) in a high-throughput screening assay against a specified biological target. (1) The drug is O=c1n(\N=C\c2c3c(ccc2)cccc3)c2n(nc1C(C)(C)C)cnn2. The result is 0 (inactive). (2) The molecule is O(C(=O)CN(c1nc(NC(C)C)nc(NC(C)C)n1)C#N)C. The result is 0 (inactive). (3) The molecule is o1nc(N(\N=N\c2nonc2N)Cc2c(cc(cc2)C)C)c(n1)N. The result is 0 (inactive). (4) The molecule is o1c2c(cc1/C(=N\Nc1ccc([N+]([O-])=O)cc1)C)cccc2. The result is 0 (inactive).